Predict the reaction yield, written as a fraction of the theoretical maximum amount of product (1.0 means a 100% yield; for example, 0.34 means a 34% yield). From a dataset of Reaction yield outcomes from USPTO patents with 853,638 reactions. (1) The reactants are [CH3:1][O:2][C:3]1[CH:4]=[C:5]2[C:9](=[CH:10][C:11]=1[O:12][CH3:13])[CH2:8][C:7]([C:14]([O:16]C)=[O:15])=[CH:6]2.[OH-].[Na+]. The product is [CH3:13][O:12][C:11]1[CH:10]=[C:9]2[C:5](=[CH:4][C:3]=1[O:2][CH3:1])[CH2:6][C:7]([C:14]([OH:16])=[O:15])=[CH:8]2. The catalyst is C1COCC1.CO. The yield is 0.480. (2) The reactants are [N+]([C:4]1[CH:9]=[CH:8][CH:7]=[CH:6][C:5]=1[N+:10]([O-:12])=[O:11])([O-])=O.[F:13][C:14]1[CH:19]=[CH:18][C:17]([OH:20])=[CH:16][CH:15]=1.C(=O)([O-])[O-].[Cs+].[Cs+]. The catalyst is CS(C)=O.O. The product is [F:13][C:14]1[CH:19]=[CH:18][C:17]([O:20][C:9]2[CH:4]=[C:5]([N+:10]([O-:12])=[O:11])[CH:6]=[CH:7][CH:8]=2)=[CH:16][CH:15]=1. The yield is 0.690. (3) The reactants are [F:1][C:2]1[CH:3]=[C:4]([N+:9]([O-:11])=[O:10])[CH:5]=[CH:6][C:7]=1F.[CH3:12][S:13]([O-:15])=[O:14].[Na+]. The catalyst is CS(C)=O. The product is [F:1][C:2]1[CH:3]=[C:4]([N+:9]([O-:11])=[O:10])[CH:5]=[CH:6][C:7]=1[S:13]([CH3:12])(=[O:15])=[O:14]. The yield is 0.740. (4) The reactants are [CH3:1][O:2][C:3](=[O:12])[C:4]1[CH:9]=[C:8]([Cl:10])[CH:7]=[CH:6][C:5]=1[NH2:11].[C:13]1([CH:23]=O)[C:22]2[C:17](=[CH:18][CH:19]=[CH:20][CH:21]=2)[CH:16]=[CH:15][CH:14]=1.C(O[BH-](OC(=O)C)OC(=O)C)(=O)C.[Na+]. The catalyst is ClCCCl. The product is [CH3:1][O:2][C:3](=[O:12])[C:4]1[CH:9]=[C:8]([Cl:10])[CH:7]=[CH:6][C:5]=1[NH:11][CH2:23][C:13]1[C:22]2[C:17](=[CH:18][CH:19]=[CH:20][CH:21]=2)[CH:16]=[CH:15][CH:14]=1. The yield is 0.780. (5) The reactants are [Cl:1][C:2]1[C:3]([NH:15][CH:16]2[CH2:26][CH2:25][C:19]3([CH2:24][CH2:23][NH:22][CH2:21][CH2:20]3)[CH2:18][CH2:17]2)=[N:4][C:5]([NH:8][C:9]2[CH:10]=[N:11][N:12]([CH3:14])[CH:13]=2)=[N:6][CH:7]=1.CCN(CC)CC.[CH3:34][S:35](Cl)(=[O:37])=[O:36]. The catalyst is C(Cl)Cl.CN(C1C=CN=CC=1)C. The product is [Cl:1][C:2]1[C:3]([NH:15][CH:16]2[CH2:26][CH2:25][C:19]3([CH2:24][CH2:23][N:22]([S:35]([CH3:34])(=[O:37])=[O:36])[CH2:21][CH2:20]3)[CH2:18][CH2:17]2)=[N:4][C:5]([NH:8][C:9]2[CH:10]=[N:11][N:12]([CH3:14])[CH:13]=2)=[N:6][CH:7]=1. The yield is 0.720. (6) The reactants are Br[C:2]1[CH:3]=[C:4]2[C:10]([C:11]3[N:16]=[C:15]([N:17]4[CH2:22]CC[C@H:19]([NH:23][C:24](=O)OC(C)(C)C)[CH2:18]4)[CH:14]=[CH:13][CH:12]=3)=[N:9][N:8](C3CCCCO3)[C:5]2=[CH:6][N:7]=1.[CH3:37][N:38]1[CH2:43][CH2:42][NH:41][CH2:40][C:39]1=[O:44]. No catalyst specified. The product is [CH3:37][N:38]1[CH2:43][CH2:42][N:41]([C:2]2[CH:3]=[C:4]3[C:10]([C:11]4[CH:12]=[CH:13][CH:14]=[C:15]([N:17]5[CH2:22][CH2:24][NH:23][CH2:19][CH2:18]5)[N:16]=4)=[N:9][NH:8][C:5]3=[CH:6][N:7]=2)[CH2:40][C:39]1=[O:44]. The yield is 0.280. (7) The reactants are [Br:1][C:2]1[C:3]([N:9]([CH:18]2[CH2:22][CH2:21][CH2:20][CH2:19]2)[CH2:10][C:11]([CH3:17])([CH3:16])[C:12]([NH:14][CH3:15])=[O:13])=[N:4][C:5](Cl)=[N:6][CH:7]=1.[NH2:23][C:24]1[CH:33]=[CH:32][C:27]([C:28]([O:30][CH3:31])=[O:29])=[CH:26][C:25]=1[O:34][CH3:35].O.Cl. The catalyst is CCO. The product is [Br:1][C:2]1[C:3]([N:9]([CH:18]2[CH2:22][CH2:21][CH2:20][CH2:19]2)[CH2:10][C:11]([CH3:17])([CH3:16])[C:12]([NH:14][CH3:15])=[O:13])=[N:4][C:5]([NH:23][C:24]2[CH:33]=[CH:32][C:27]([C:28]([O:30][CH3:31])=[O:29])=[CH:26][C:25]=2[O:34][CH3:35])=[N:6][CH:7]=1. The yield is 0.230.